Task: Predict the reaction yield, written as a fraction of the theoretical maximum amount of product (1.0 means a 100% yield; for example, 0.34 means a 34% yield).. Dataset: Reaction yield outcomes from USPTO patents with 853,638 reactions (1) The reactants are [Br:1][C:2]1[C:3]([OH:10])=[C:4]([C:7]([OH:9])=O)[S:5][CH:6]=1.[F:11][C:12]([F:25])([F:24])[C:13]1[CH:14]=[C:15]([CH:17]=[C:18]([C:20]([F:23])([F:22])[F:21])[CH:19]=1)[NH2:16]. No catalyst specified. The product is [Br:1][C:2]1[C:3]([OH:10])=[C:4]([C:7]([NH:16][C:15]2[CH:17]=[C:18]([C:20]([F:21])([F:22])[F:23])[CH:19]=[C:13]([C:12]([F:11])([F:24])[F:25])[CH:14]=2)=[O:9])[S:5][CH:6]=1. The yield is 0.824. (2) The reactants are C([O:8][C:9]1[CH:14]=[C:13]([O:15]CC2C=CC=CC=2)[C:12]([C:23]2[CH:28]=[C:27]([CH:29]([CH3:31])[CH3:30])[CH:26]=[CH:25][C:24]=2[O:32][CH3:33])=[CH:11][C:10]=1[C:34]1[N:38]([CH2:39][CH2:40][C:41]2[CH:46]=[CH:45][CH:44]=[CH:43][CH:42]=2)[N:37]=[N:36][N:35]=1)C1C=CC=CC=1.[H][H]. The catalyst is CO.[Pd]. The product is [CH:29]([C:27]1[CH:26]=[CH:25][C:24]([O:32][CH3:33])=[C:23]([C:12]2[C:13]([OH:15])=[CH:14][C:9]([OH:8])=[C:10]([C:34]3[N:38]([CH2:39][CH2:40][C:41]4[CH:46]=[CH:45][CH:44]=[CH:43][CH:42]=4)[N:37]=[N:36][N:35]=3)[CH:11]=2)[CH:28]=1)([CH3:31])[CH3:30]. The yield is 0.630. (3) The reactants are [F:1][C:2]1[CH:19]=[CH:18][C:5](/[CH:6]=[N:7]/[C:8]2[CH:17]=[CH:16][C:11]([C:12]([O:14][CH3:15])=[O:13])=[CH:10][CH:9]=2)=[CH:4][C:3]=1[N+:20]([O-:22])=[O:21].[CH:23](=[O:27])[CH:24]([CH3:26])[CH3:25].O. The catalyst is O1CCCC1.FC(F)(F)S([O-])(=O)=O.[Y+3].FC(F)(F)S([O-])(=O)=O.FC(F)(F)S([O-])(=O)=O. The product is [F:1][C:2]1[CH:19]=[CH:18][C:5]([CH:6]2[C:24]([CH3:26])([CH3:25])[CH:23]([OH:27])[C:17]3[C:8](=[CH:9][CH:10]=[C:11]([C:12]([O:14][CH3:15])=[O:13])[CH:16]=3)[NH:7]2)=[CH:4][C:3]=1[N+:20]([O-:22])=[O:21]. The yield is 0.700.